This data is from Forward reaction prediction with 1.9M reactions from USPTO patents (1976-2016). The task is: Predict the product of the given reaction. (1) Given the reactants [F:1][C:2]1[CH:7]=[CH:6][C:5]([C:8]2[N:9]=[C:10]([CH2:13][C:14]#[N:15])[S:11][CH:12]=2)=[CH:4][CH:3]=1.C(=O)([O-])[O-].[K+].[K+].Cl[CH2:23][C:24]([O:27][CH2:28][CH2:29]Cl)([CH3:26])[CH3:25], predict the reaction product. The product is: [F:1][C:2]1[CH:3]=[CH:4][C:5]([C:8]2[N:9]=[C:10]([C:13]3([C:14]#[N:15])[CH2:29][CH2:28][O:27][C:24]([CH3:26])([CH3:25])[CH2:23]3)[S:11][CH:12]=2)=[CH:6][CH:7]=1. (2) Given the reactants [O:1]1[CH:5]=[CH:4][CH:3]=[C:2]1[C:6]1[CH:12]=[C:11]([O:13][CH3:14])[CH:10]=[CH:9][C:7]=1[NH2:8].Cl[C:16]([O:18][C:19]1[CH:24]=[CH:23][CH:22]=[CH:21][CH:20]=1)=[O:17].N1C=CC=CC=1, predict the reaction product. The product is: [O:1]1[CH:5]=[CH:4][CH:3]=[C:2]1[C:6]1[CH:12]=[C:11]([O:13][CH3:14])[CH:10]=[CH:9][C:7]=1[NH:8][C:16](=[O:17])[O:18][C:19]1[CH:24]=[CH:23][CH:22]=[CH:21][CH:20]=1. (3) Given the reactants [C:1]([C:4]1[C:5](C)=[C:6]([CH:8]=[CH:9][CH:10]=1)[NH2:7])([CH3:3])=[CH2:2].[CH3:12]O, predict the reaction product. The product is: [CH:1]([C:4]1[CH2:5][C:6]([CH3:12])([CH:8]=[CH:9][CH:10]=1)[NH2:7])([CH3:2])[CH3:3]. (4) Given the reactants [CH:1](=[O:6])[CH2:2][CH:3]([CH3:5])[CH3:4].[N+:7]([CH3:10])([O-:9])=[O:8], predict the reaction product. The product is: [OH:6][CH:1]([CH2:2][CH:3]([CH3:5])[CH3:4])[CH2:10][N+:7]([O-:9])=[O:8]. (5) Given the reactants C(O[C:9](=O)[N:10]([CH:12]([C:14](=[O:50])[NH:15][CH:16]([C:21]([N:23]1[CH2:27][CH2:26][CH:25]2[N:28]([C:40](=[O:49])[NH:41][CH2:42][C:43]3[CH:48]=[CH:47][CH:46]=[CH:45][CH:44]=3)[CH2:29][CH:30]([O:31][CH2:32][C:33]3[CH:38]=[CH:37][C:36]([F:39])=[CH:35][CH:34]=3)[CH:24]12)=[O:22])[C:17]([CH3:20])([CH3:19])[CH3:18])[CH3:13])C)C1C=CC=CC=1, predict the reaction product. The product is: [CH2:42]([NH:41][C:40]([N:28]1[CH2:29][CH:30]([O:31][CH2:32][C:33]2[CH:38]=[CH:37][C:36]([F:39])=[CH:35][CH:34]=2)[CH:24]2[N:23]([C:21](=[O:22])[CH:16]([NH:15][C:14](=[O:50])[CH:12]([NH:10][CH3:9])[CH3:13])[C:17]([CH3:18])([CH3:20])[CH3:19])[CH2:27][CH2:26][CH:25]12)=[O:49])[C:43]1[CH:44]=[CH:45][CH:46]=[CH:47][CH:48]=1. (6) The product is: [NH2:8][C:6]1[CH:5]=[CH:4][C:3]([CH2:11][CH2:12][OH:13])=[C:2]([F:1])[CH:7]=1. Given the reactants [F:1][C:2]1[CH:7]=[C:6]([N+:8]([O-])=O)[CH:5]=[CH:4][C:3]=1[CH2:11][CH2:12][OH:13], predict the reaction product.